Dataset: Catalyst prediction with 721,799 reactions and 888 catalyst types from USPTO. Task: Predict which catalyst facilitates the given reaction. (1) Reactant: [Br:1][C:2]1[CH:3]=[CH:4][C:5]([O:12][C:13]([F:16])([F:15])[F:14])=[C:6]([S:8](Cl)(=[O:10])=[O:9])[CH:7]=1.CCN(CC)CC.[C:24]([NH2:28])([CH3:27])([CH3:26])[CH3:25]. Product: [Br:1][C:2]1[CH:3]=[CH:4][C:5]([O:12][C:13]([F:16])([F:15])[F:14])=[C:6]([S:8]([NH:28][C:24]([CH3:27])([CH3:26])[CH3:25])(=[O:10])=[O:9])[CH:7]=1. The catalyst class is: 1. (2) Reactant: [N:1]([CH2:4][CH:5]([C:10]1[CH:15]=[CH:14][C:13]([NH:16][C:17]([C:19]2[N:20]([CH2:26][O:27][CH2:28][CH2:29][Si:30]([CH3:33])([CH3:32])[CH3:31])[CH:21]=[C:22]([C:24]#[N:25])[N:23]=2)=[O:18])=[C:12]([C:34]2[CH2:39][CH2:38][CH2:37][CH2:36][CH:35]=2)[CH:11]=1)[CH2:6][N:7]=[N+]=[N-])=[N+]=[N-].O.CO.[NH4+].[Cl-]. Product: [NH2:7][CH2:6][CH:5]([C:10]1[CH:15]=[CH:14][C:13]([NH:16][C:17]([C:19]2[N:20]([CH2:26][O:27][CH2:28][CH2:29][Si:30]([CH3:33])([CH3:31])[CH3:32])[CH:21]=[C:22]([C:24]#[N:25])[N:23]=2)=[O:18])=[C:12]([C:34]2[CH2:39][CH2:38][CH2:37][CH2:36][CH:35]=2)[CH:11]=1)[CH2:4][NH2:1]. The catalyst class is: 324. (3) Reactant: [F:1][C:2]1[CH:25]=[CH:24][CH:23]=[C:22]([F:26])[C:3]=1[CH2:4][O:5][C:6]1[C:7]2[N:8]([C:13]([C:17]([O:19]CC)=[O:18])=[C:14]([CH3:16])[N:15]=2)[CH:9]=[CH:10][C:11]=1[F:12].[OH-].[Li+]. Product: [F:1][C:2]1[CH:25]=[CH:24][CH:23]=[C:22]([F:26])[C:3]=1[CH2:4][O:5][C:6]1[C:7]2[N:8]([C:13]([C:17]([OH:19])=[O:18])=[C:14]([CH3:16])[N:15]=2)[CH:9]=[CH:10][C:11]=1[F:12]. The catalyst class is: 219. (4) Reactant: [CH2:1]([N:3]1[CH:7]=[C:6]([C:8]2[N:9]=[C:10]3[C:16]([CH:17]=[O:18])=[CH:15][N:14]([CH2:19][O:20][CH2:21][CH2:22][Si:23]([CH3:26])([CH3:25])[CH3:24])[C:11]3=[N:12][CH:13]=2)[CH:5]=[N:4]1)[CH3:2].S(=O)(=O)([OH:29])N.[O-]Cl=O.[Na+].OP([O-])(O)=O.[K+]. Product: [CH2:1]([N:3]1[CH:7]=[C:6]([C:8]2[N:9]=[C:10]3[C:16]([C:17]([OH:29])=[O:18])=[CH:15][N:14]([CH2:19][O:20][CH2:21][CH2:22][Si:23]([CH3:25])([CH3:24])[CH3:26])[C:11]3=[N:12][CH:13]=2)[CH:5]=[N:4]1)[CH3:2]. The catalyst class is: 38. (5) Reactant: [OH-].[Li+].[C:3]([O:7][CH:8]([C:12]1[CH2:17][CH2:16][CH2:15][CH2:14][C:13]=1[C:18]1[CH:19]=[CH:20][C:21]2[O:26][CH2:25][CH2:24][CH2:23][C:22]=2[CH:27]=1)[C:9]([O-:11])=[O:10])([CH3:6])([CH3:5])[CH3:4].O1CC[CH2:30][CH2:29]1. Product: [C:3]([O:7][CH:8]([C:12]1[CH2:17][CH2:16][CH2:15][CH2:14][C:13]=1[C:18]1[CH:19]=[CH:20][C:21]2[O:26][CH2:25][CH2:24][CH2:23][C:22]=2[CH:27]=1)[C:9]([O:11][CH2:29][CH3:30])=[O:10])([CH3:6])([CH3:4])[CH3:5]. The catalyst class is: 6. (6) Reactant: [C:1]1([N:11]2[C:23](=O)[C:15]3[NH:16][C:17]4[CH:18]=[CH:19][CH:20]=[CH:21][C:22]=4[C:14]=3[NH:13][C:12]2=[S:25])[C:10]2[C:5](=[CH:6][CH:7]=[CH:8][CH:9]=2)[CH:4]=[CH:3][CH:2]=1.[OH-:26].[K+].Cl[CH2:29][C:30]([OH:32])=[O:31]. Product: [CH:10]1[C:9]2[C:4](=[CH:5][CH:6]=[CH:7][CH:8]=2)[CH:3]=[CH:2][C:1]=1[N:11]1[C:23](=[O:26])[C:15]2[NH:16][C:17]3[CH:18]=[CH:19][CH:20]=[CH:21][C:22]=3[C:14]=2[N:13]=[C:12]1[S:25][CH2:29][C:30]([OH:32])=[O:31]. The catalyst class is: 14. (7) Reactant: [C:1]([C:3]1[CH:4]=[C:5]([C@@H:13]([CH2:17][CH:18]2[CH2:22][CH2:21][CH2:20][CH2:19]2)[C:14](O)=[O:15])[CH:6]=[CH:7][C:8]=1[S:9]([CH3:12])(=[O:11])=[O:10])#[N:2].C(Cl)(=O)C(Cl)=O.[NH2:29][C:30]1[CH:34]=[CH:33][N:32]([CH2:35][C:36]([CH3:39])([OH:38])[CH3:37])[N:31]=1.N1C(C)=CC=CC=1C. Product: [C:1]([C:3]1[CH:4]=[C:5]([C@@H:13]([CH2:17][CH:18]2[CH2:22][CH2:21][CH2:20][CH2:19]2)[C:14]([NH:29][C:30]2[CH:34]=[CH:33][N:32]([CH2:35][C:36]([OH:38])([CH3:37])[CH3:39])[N:31]=2)=[O:15])[CH:6]=[CH:7][C:8]=1[S:9]([CH3:12])(=[O:11])=[O:10])#[N:2]. The catalyst class is: 454. (8) Reactant: [C:1]([C:3]1[CH:4]=[C:5]([CH:8]=[CH:9][C:10]=1[F:11])[CH2:6][OH:7])#[N:2]. Product: [C:1]([C:3]1[CH:4]=[C:5]([CH:8]=[CH:9][C:10]=1[F:11])[CH:6]=[O:7])#[N:2]. The catalyst class is: 428. (9) Reactant: [NH2:1][C:2]1[S:3][C:4]2[CH:10]=[C:9]([O:11][C:12]3[CH:13]=[C:14]([CH:28]=[CH:29][CH:30]=3)[C:15]([NH:17][C:18]3[CH:23]=[CH:22][CH:21]=[C:20]([C:24]([F:27])([F:26])[F:25])[CH:19]=3)=[O:16])[CH:8]=[CH:7][C:5]=2[N:6]=1.Cl[CH2:32][C:33](Cl)=[O:34].O.[CH3:37][N:38]1[CH2:43][CH2:42][NH:41][CH2:40][CH2:39]1. Product: [CH3:37][N:38]1[CH2:43][CH2:42][N:41]([CH2:32][C:33]([NH:1][C:2]2[S:3][C:4]3[CH:10]=[C:9]([O:11][C:12]4[CH:13]=[C:14]([CH:28]=[CH:29][CH:30]=4)[C:15]([NH:17][C:18]4[CH:23]=[CH:22][CH:21]=[C:20]([C:24]([F:27])([F:25])[F:26])[CH:19]=4)=[O:16])[CH:8]=[CH:7][C:5]=3[N:6]=2)=[O:34])[CH2:40][CH2:39]1. The catalyst class is: 9. (10) Reactant: [CH3:1][C:2]([CH3:8])([CH3:7])[CH2:3][C:4](=O)[CH3:5].[C:9](O)(=O)C.[CH:13]([NH2:15])=[NH:14]. Product: [CH3:1][C:2]([CH3:8])([CH3:7])[CH2:3][C:4]1[CH:5]=[CH:9][N:15]=[CH:13][N:14]=1. The catalyst class is: 51.